This data is from Catalyst prediction with 721,799 reactions and 888 catalyst types from USPTO. The task is: Predict which catalyst facilitates the given reaction. (1) The catalyst class is: 350. Reactant: [C:1]([O:9][C@H:10]1[CH2:15][C@H:14]([NH:16][C:17]([O:19][C:20]([CH3:23])([CH3:22])[CH3:21])=[O:18])[CH2:13][N:12](C(OCC2C=CC=CC=2)=O)[CH2:11]1)(=[O:8])[C:2]1[CH:7]=[CH:6][CH:5]=[CH:4][CH:3]=1.CO.CCN(C(C)C)C(C)C.Cl[C:46]1[CH:51]=[CH:50][N:49]=[CH:48][C:47]=1[N+:52]([O-:54])=[O:53]. Product: [C:1]([O:9][C@H:10]1[CH2:15][C@H:14]([NH:16][C:17]([O:19][C:20]([CH3:23])([CH3:22])[CH3:21])=[O:18])[CH2:13][N:12]([C:46]2[CH:51]=[CH:50][N:49]=[CH:48][C:47]=2[N+:52]([O-:54])=[O:53])[CH2:11]1)(=[O:8])[C:2]1[CH:3]=[CH:4][CH:5]=[CH:6][CH:7]=1. (2) Reactant: [CH2:1]([O:5][CH2:6][CH2:7][O:8][C:9]1[CH:14]=[CH:13][C:12]([C:15]2[CH:20]=[CH:19][C:18]([N:21]3[CH2:25][CH2:24][CH2:23][CH:22]3[CH3:26])=[C:17](/[CH:27]=[C:28](\[CH3:34])/[C:29]([O:31]CC)=[O:30])[CH:16]=2)=[CH:11][CH:10]=1)[CH2:2][CH2:3][CH3:4].[OH-].[Na+].Cl. Product: [CH2:1]([O:5][CH2:6][CH2:7][O:8][C:9]1[CH:10]=[CH:11][C:12]([C:15]2[CH:20]=[CH:19][C:18]([N:21]3[CH2:25][CH2:24][CH2:23][CH:22]3[CH3:26])=[C:17](/[CH:27]=[C:28](\[CH3:34])/[C:29]([OH:31])=[O:30])[CH:16]=2)=[CH:13][CH:14]=1)[CH2:2][CH2:3][CH3:4]. The catalyst class is: 353. (3) Reactant: C[O:2][C:3](=[O:33])[C:4]1[CH:9]=[CH:8][C:7]([O:10][C:11]2[CH:16]=[CH:15][C:14]([Cl:17])=[C:13]([CH:18]([CH3:32])[C:19]([C:25]3[CH:30]=[CH:29][N:28]=[C:27]([Cl:31])[CH:26]=3)([OH:24])[C:20]([F:23])([F:22])[F:21])[CH:12]=2)=[N:6][CH:5]=1.[Li+].[OH-].O. Product: [Cl:17][C:14]1[CH:15]=[CH:16][C:11]([O:10][C:7]2[CH:8]=[CH:9][C:4]([C:3]([OH:33])=[O:2])=[CH:5][N:6]=2)=[CH:12][C:13]=1[CH:18]([CH3:32])[C:19]([C:25]1[CH:30]=[CH:29][N:28]=[C:27]([Cl:31])[CH:26]=1)([OH:24])[C:20]([F:23])([F:21])[F:22]. The catalyst class is: 1. (4) Reactant: [NH2:1][C:2]1[CH:3]=[C:4]([F:29])[C:5]([F:28])=[C:6]([C@:8]23[CH2:16][O:15][C@H:14]([CH:17]([F:19])[F:18])[C@H:13]2[CH2:12][S:11][C:10]([NH:20][C:21](=[O:27])[O:22][C:23]([CH3:26])([CH3:25])[CH3:24])=[N:9]3)[CH:7]=1.C(N(CC)C(C)C)(C)C.F[P-](F)(F)(F)(F)F.[PH4+].C(=O)(O)[O-].[Na+].[CH3:52][O:53][C:54]1[N:55]=[CH:56][C:57]([C:60](O)=[O:61])=[N:58][CH:59]=1. Product: [F:28][C:5]1[C:4]([F:29])=[CH:3][C:2]([NH:1][C:60]([C:57]2[CH:56]=[N:55][C:54]([O:53][CH3:52])=[CH:59][N:58]=2)=[O:61])=[CH:7][C:6]=1[C@:8]12[CH2:16][O:15][C@H:14]([CH:17]([F:19])[F:18])[C@H:13]1[CH2:12][S:11][C:10]([NH:20][C:21](=[O:27])[O:22][C:23]([CH3:24])([CH3:25])[CH3:26])=[N:9]2. The catalyst class is: 2. (5) Reactant: [CH3:1][N+:2]([O-:4])=[O:3].CO[Na].[CH3:8][N:9]1[CH2:14][CH2:13][C:12](=[O:15])[CH2:11][CH2:10]1. Product: [CH3:8][N:9]1[CH2:14][CH2:13][C:12]([CH2:1][N+:2]([O-:4])=[O:3])([OH:15])[CH2:11][CH2:10]1. The catalyst class is: 14. (6) Reactant: [CH3:1][O:2][C:3]1[CH:4]=[C:5]2[C:10](=[CH:11][CH:12]=1)[C:9]([C@@H:13]1[CH2:18][O:17][C@@H:16]([CH2:19][CH2:20][CH2:21][NH2:22])[O:15][CH2:14]1)=[CH:8][CH:7]=[CH:6]2.[C:23](=[O:26])([O-])[O-:24].[Cs+].[Cs+].C(=O)=O.Cl[CH2:33][C:34]([NH2:36])=[O:35]. Product: [CH3:1][O:2][C:3]1[CH:4]=[C:5]2[C:10](=[CH:11][CH:12]=1)[C:9]([C@@H:13]1[CH2:14][O:15][C@@H:16]([CH2:19][CH2:20][CH2:21][NH:22][C:23](=[O:26])[O:24][CH2:33][C:34]([NH2:36])=[O:35])[O:17][CH2:18]1)=[CH:8][CH:7]=[CH:6]2. The catalyst class is: 711. (7) Reactant: CO[C:3](=[O:18])[C:4]1[CH:9]=[CH:8][C:7]([C:10]2[C:15]([F:16])=[CH:14][N:13]=[C:12]([Cl:17])[N:11]=2)=[CH:6][CH:5]=1.[Li+].[OH-].[CH2:21]([Cl:24])[CH2:22]Cl.[CH:25]1C=CC2N(O)N=NC=2[CH:30]=1.CC[N:37](CC)CC.[CH2:42]1[CH2:46][O:45][CH2:44][CH2:43]1. Product: [Cl:17][C:12]1[N:11]=[C:10]([C:7]2[CH:6]=[CH:5][C:4]([C:3]([NH:37][CH:42]([C:43]3[CH:30]=[CH:25][CH:22]=[C:21]([Cl:24])[CH:44]=3)[CH2:46][OH:45])=[O:18])=[CH:9][CH:8]=2)[C:15]([F:16])=[CH:14][N:13]=1. The catalyst class is: 69.